From a dataset of Catalyst prediction with 721,799 reactions and 888 catalyst types from USPTO. Predict which catalyst facilitates the given reaction. Reactant: [C:1]1([S:11]([C:14]2[C:22]3[C:17](=[CH:18][CH:19]=[C:20]([O:23][CH2:24][CH2:25][CH2:26]OS(C4C=CC(C)=CC=4)(=O)=O)[CH:21]=3)[NH:16][N:15]=2)(=[O:13])=[O:12])[C:10]2[C:5](=[CH:6][CH:7]=[CH:8][CH:9]=2)[CH:4]=[CH:3][CH:2]=1.[NH:38]1[CH2:43][CH2:42][O:41][CH2:40][CH2:39]1. Product: [N:38]1([CH2:26][CH2:25][CH2:24][O:23][C:20]2[CH:21]=[C:22]3[C:17](=[CH:18][CH:19]=2)[NH:16][N:15]=[C:14]3[S:11]([C:1]2[C:10]3[C:5](=[CH:6][CH:7]=[CH:8][CH:9]=3)[CH:4]=[CH:3][CH:2]=2)(=[O:12])=[O:13])[CH2:43][CH2:42][O:41][CH2:40][CH2:39]1. The catalyst class is: 1.